Dataset: Catalyst prediction with 721,799 reactions and 888 catalyst types from USPTO. Task: Predict which catalyst facilitates the given reaction. (1) Reactant: [N+:1]([C:4]1[CH:5]=[C:6]2[C:10](=[CH:11][CH:12]=1)[NH:9][C:8]([C:13]([O:15][CH2:16][CH3:17])=[O:14])=[CH:7]2)([O-:3])=[O:2].CI.[C:20](#N)C. Product: [CH3:20][N:9]1[C:10]2[C:6](=[CH:5][C:4]([N+:1]([O-:3])=[O:2])=[CH:12][CH:11]=2)[CH:7]=[C:8]1[C:13]([O:15][CH2:16][CH3:17])=[O:14]. The catalyst class is: 6. (2) Reactant: [CH2:1]([NH2:6])[C:2]([CH3:5])([CH3:4])[CH3:3].C(N(CC)CC)C.[CH3:14][S:15](Cl)(=[O:17])=[O:16]. Product: [CH2:1]([NH:6][S:15]([CH3:14])(=[O:17])=[O:16])[C:2]([CH3:5])([CH3:4])[CH3:3]. The catalyst class is: 46. (3) Reactant: CCN(C(C)C)C(C)C.Cl.[NH2:11][CH2:12][C:13]#[N:14].[C:15]([O:19][C:20]([NH:22][CH2:23][C:24](O)=[O:25])=[O:21])([CH3:18])([CH3:17])[CH3:16].CN(C(ON1N=NC2C=CC=CC1=2)=[N+](C)C)C.[B-](F)(F)(F)F. Product: [C:13]([CH2:12][NH:11][C:24](=[O:25])[CH2:23][NH:22][C:20](=[O:21])[O:19][C:15]([CH3:16])([CH3:17])[CH3:18])#[N:14]. The catalyst class is: 4. (4) Reactant: O.[NH2:2]N.[N:4]1([C:9]([N:11]2[CH2:16][CH2:15][N:14]([CH3:17])[CH2:13][CH2:12]2)=[S:10])C=CN=C1. Product: [CH3:17][N:14]1[CH2:15][CH2:16][N:11]([C:9](=[S:10])[NH:4][NH2:2])[CH2:12][CH2:13]1. The catalyst class is: 8. (5) Reactant: [Cl:1][C:2]1[N:7]=[CH:6][C:5]([CH2:8]C#N)=[CH:4][C:3]=1[CH3:11].S(=O)(=O)(O)O.[C:17](=[O:20])([O-])[O-:18].[Na+].[Na+]. Product: [Cl:1][C:2]1[N:7]=[CH:6][C:5]([CH2:8][C:17]([OH:18])=[O:20])=[CH:4][C:3]=1[CH3:11]. The catalyst class is: 6. (6) Reactant: [F:1][C:2]1[CH:3]=[C:4]([CH:14]=[CH:15][C:16]=1B1OC(C)(C)C(C)(C)O1)[O:5][C:6]1[CH:11]=[C:10]([CH3:12])[N:9]=[C:8]([CH3:13])[CH:7]=1.C([O-])(O)=O.[Na+].Br[C:32]1[CH:37]=[CH:36][N:35]([CH2:38][CH:39]2[CH2:41][CH2:40]2)[C:34](=[O:42])[C:33]=1[C:43]#[N:44]. Product: [CH:39]1([CH2:38][N:35]2[CH:36]=[CH:37][C:32]([C:16]3[CH:15]=[CH:14][C:4]([O:5][C:6]4[CH:7]=[C:8]([CH3:13])[N:9]=[C:10]([CH3:12])[CH:11]=4)=[CH:3][C:2]=3[F:1])=[C:33]([C:43]#[N:44])[C:34]2=[O:42])[CH2:40][CH2:41]1. The catalyst class is: 77. (7) Reactant: [NH2:1][C:2]1[C:7]([O:8][CH3:9])=[CH:6][N:5]=[C:4]([O:10][CH3:11])[N:3]=1.C(OC([N:17]=[C:18]=S)=O)C.O.[NH2:21]O. Product: [NH2:21][C:18]1[N:1]=[C:2]2[N:3]([C:4]([O:10][CH3:11])=[N:5][CH:6]=[C:7]2[O:8][CH3:9])[N:17]=1. The catalyst class is: 11.